This data is from Reaction yield outcomes from USPTO patents with 853,638 reactions. The task is: Predict the reaction yield, written as a fraction of the theoretical maximum amount of product (1.0 means a 100% yield; for example, 0.34 means a 34% yield). The catalyst is C1(C)C=CC=CC=1.C1C=CC(/C=C/C(/C=C/C2C=CC=CC=2)=O)=CC=1.C1C=CC(/C=C/C(/C=C/C2C=CC=CC=2)=O)=CC=1.C1C=CC(/C=C/C(/C=C/C2C=CC=CC=2)=O)=CC=1.[Pd].[Pd].C1C=CC(P(C2C(C3C(P(C4C=CC=CC=4)C4C=CC=CC=4)=CC=C4C=3C=CC=C4)=C3C(C=CC=C3)=CC=2)C2C=CC=CC=2)=CC=1. The yield is 0.650. The product is [CH3:1][C@H:2]([O:5][C:9]1[CH:10]=[CH:11][C:12]2[CH2:13][N:14]([C:20]([O:22][C:23]([CH3:26])([CH3:25])[CH3:24])=[O:21])[CH2:15][CH2:16][O:17][C:18]=2[N:19]=1)[CH2:3][CH3:4]. The reactants are [CH3:1][C@H:2]([OH:5])[CH2:3][CH3:4].[H-].[Na+].Cl[C:9]1[CH:10]=[CH:11][C:12]2[CH2:13][N:14]([C:20]([O:22][C:23]([CH3:26])([CH3:25])[CH3:24])=[O:21])[CH2:15][CH2:16][O:17][C:18]=2[N:19]=1.O.